This data is from Peptide-MHC class I binding affinity with 185,985 pairs from IEDB/IMGT. The task is: Regression. Given a peptide amino acid sequence and an MHC pseudo amino acid sequence, predict their binding affinity value. This is MHC class I binding data. (1) The peptide sequence is SIMSMMNIT. The MHC is HLA-A02:01 with pseudo-sequence HLA-A02:01. The binding affinity (normalized) is 0.180. (2) The peptide sequence is KLYIALCKV. The MHC is HLA-A02:06 with pseudo-sequence HLA-A02:06. The binding affinity (normalized) is 0.577.